From a dataset of Reaction yield outcomes from USPTO patents with 853,638 reactions. Predict the reaction yield, written as a fraction of the theoretical maximum amount of product (1.0 means a 100% yield; for example, 0.34 means a 34% yield). (1) The reactants are Br[C:2]1[CH:11]=[C:10]2[C:5]([C:6]([NH:12][CH3:13])=[CH:7][CH:8]=[N:9]2)=[CH:4][CH:3]=1.[CH:14]1([N:17]2[CH2:22][C:21]3([CH2:27][CH2:26][N:25]([S:28]([C:31]4[CH:36]=[CH:35][C:34](B5OC(C)(C)C(C)(C)O5)=[CH:33][CH:32]=4)(=[O:30])=[O:29])[CH2:24][CH2:23]3)[O:20][CH2:19][C:18]2=[O:46])[CH2:16][CH2:15]1. No catalyst specified. The product is [CH:14]1([N:17]2[CH2:22][C:21]3([CH2:27][CH2:26][N:25]([S:28]([C:31]4[CH:32]=[CH:33][C:34]([C:2]5[CH:11]=[C:10]6[C:5]([C:6]([NH:12][CH3:13])=[CH:7][CH:8]=[N:9]6)=[CH:4][CH:3]=5)=[CH:35][CH:36]=4)(=[O:29])=[O:30])[CH2:24][CH2:23]3)[O:20][CH2:19][C:18]2=[O:46])[CH2:15][CH2:16]1. The yield is 0.270. (2) The reactants are [CH2:1]([C:3](=[CH:6][CH2:7][C:8]1[C:9]([O:21][CH2:22][CH2:23][Si:24]([CH3:27])([CH3:26])[CH3:25])=[C:10]2[C:14](=[C:15]([CH3:19])[C:16]=1[CH2:17][CH3:18])[CH2:13][O:12][C:11]2=[O:20])[CH:4]=[O:5])[CH3:2].[BH4-].[Li+]. The catalyst is CO.CO.O.C1COCC1. The product is [CH2:17]([C:16]1[C:15]([CH3:19])=[C:14]2[C:10](=[C:9]([O:21][CH2:22][CH2:23][Si:24]([CH3:25])([CH3:26])[CH3:27])[C:8]=1[CH2:7][CH:6]=[C:3]([CH2:4][OH:5])[CH2:1][CH3:2])[C:11](=[O:20])[O:12][CH2:13]2)[CH3:18]. The yield is 0.700. (3) The reactants are Cl.[C:2]([C:6]1[CH:7]=[C:8]([CH:13]=[CH:14][CH:15]=1)[C:9](=[NH:12])[O:10][CH3:11])([O:4]C)=[O:3].NC1[CH:22]=[CH:21][C:20]([N:23]2[CH2:27][CH2:26][CH2:25][CH2:24]2)=[CH:19][C:18]=1O. The catalyst is CO. The product is [N:23]1([C:20]2[CH:19]=[CH:18][C:11]3[O:10][C:9]([C:8]4[CH:7]=[C:6]([CH:15]=[CH:14][CH:13]=4)[C:2]([OH:4])=[O:3])=[N:12][C:22]=3[CH:21]=2)[CH2:27][CH2:26][CH2:25][CH2:24]1. The yield is 0.200. (4) The reactants are [C:1]([NH:4][C:5]1[C:6]([N+:15]([O-:17])=[O:16])=[C:7]([C:11]([Br:14])=[CH:12][CH:13]=1)[C:8]([OH:10])=[O:9])(=[O:3])[CH3:2].[CH3:18][Si](C=[N+]=[N-])(C)C.CCCCCC. The catalyst is C1COCC1.CO. The product is [CH3:18][O:9][C:8](=[O:10])[C:7]1[C:11]([Br:14])=[CH:12][CH:13]=[C:5]([NH:4][C:1](=[O:3])[CH3:2])[C:6]=1[N+:15]([O-:17])=[O:16]. The yield is 0.520. (5) The reactants are [C:1]1([C@@H:7]([NH:19][C:20]2[CH:25]=[CH:24][CH:23]=[CH:22][CH:21]=2)[C:8]([O:10][C@@H:11]2[CH:16]3[CH2:17][CH2:18][N:13]([CH2:14][CH2:15]3)[CH2:12]2)=[O:9])[CH:6]=[CH:5][CH:4]=[CH:3][CH:2]=1.[Br:26][CH2:27][C:28]([C:30]1[CH:35]=[CH:34][C:33]([N:36]([CH2:39][CH3:40])[CH2:37][CH3:38])=[CH:32][CH:31]=1)=[O:29]. The catalyst is CCOC(C)=O. The product is [Br-:26].[CH2:39]([N:36]([CH2:37][CH3:38])[C:33]1[CH:34]=[CH:35][C:30]([C:28](=[O:29])[CH2:27][N+:13]23[CH2:14][CH2:15][CH:16]([CH2:17][CH2:18]2)[C@@H:11]([O:10][C:8](=[O:9])[C@@H:7]([C:1]2[CH:2]=[CH:3][CH:4]=[CH:5][CH:6]=2)[NH:19][C:20]2[CH:25]=[CH:24][CH:23]=[CH:22][CH:21]=2)[CH2:12]3)=[CH:31][CH:32]=1)[CH3:40]. The yield is 0.960. (6) The reactants are C([O:8][C:9]1[CH:10]=[CH:11][C:12]([C:15]2[N:19]([C:20]3[CH:21]=[N:22][C:23]([CH3:26])=[CH:24][CH:25]=3)[N:18]=[C:17]([C:27]([O:29][CH2:30][CH3:31])=[O:28])[CH:16]=2)=[N:13][CH:14]=1)C1C=CC=CC=1.[H][H]. The catalyst is C(O)C.C(OCC)(=O)C.[Pd]. The product is [OH:8][C:9]1[CH:10]=[CH:11][C:12]([C:15]2[N:19]([C:20]3[CH:21]=[N:22][C:23]([CH3:26])=[CH:24][CH:25]=3)[N:18]=[C:17]([C:27]([O:29][CH2:30][CH3:31])=[O:28])[CH:16]=2)=[N:13][CH:14]=1. The yield is 0.950. (7) The reactants are [NH2:1][C:2]1[C:7]([C:8]#[N:9])=[CH:6][CH:5]=[CH:4][N:3]=1.[C:10]([N:18]=[C:19]=[O:20])(=[O:17])[C:11]1[CH:16]=[CH:15][CH:14]=[CH:13][CH:12]=1. The catalyst is O1CCOCC1. The product is [C:8]([C:7]1[C:2]([NH:1][C:19]([NH:18][C:10](=[O:17])[C:11]2[CH:12]=[CH:13][CH:14]=[CH:15][CH:16]=2)=[O:20])=[N:3][CH:4]=[CH:5][CH:6]=1)#[N:9]. The yield is 0.540. (8) The reactants are Br[C:2]1[CH:10]=[C:9]2[C:5]([CH2:6][C:7](=[O:11])[NH:8]2)=[CH:4][CH:3]=1.[Na+].[I-:13].CN[C@@H]1CCCC[C@H]1NC.[NH4+].[OH-]. The catalyst is [Cu]I.O1CCOCC1. The product is [I:13][C:2]1[CH:10]=[C:9]2[C:5]([CH2:6][C:7](=[O:11])[NH:8]2)=[CH:4][CH:3]=1. The yield is 0.840. (9) The reactants are Cl.[NH:2]1[CH2:5][CH:4]([O:6][C:7]2[CH:12]=[CH:11][C:10]([I:13])=[CH:9][N:8]=2)[CH2:3]1.C(N(CC)CC)C.[CH:21]1[CH:26]=[N:25][CH:24]=[C:23]([N:27]=[C:28]=[O:29])[CH:22]=1. The catalyst is ClCCl. The product is [N:25]1[CH:26]=[CH:21][CH:22]=[C:23]([NH:27][C:28]([N:2]2[CH2:3][CH:4]([O:6][C:7]3[CH:12]=[CH:11][C:10]([I:13])=[CH:9][N:8]=3)[CH2:5]2)=[O:29])[CH:24]=1. The yield is 0.420. (10) The reactants are [CH3:1][O:2][C:3]1[C:20]([N+:21]([O-:23])=[O:22])=[CH:19][C:6]2[NH:7][C:8](=[O:18])[CH2:9][N:10]([C:12](=[O:17])[C:13]([F:16])([F:15])[F:14])[CH2:11][C:5]=2[CH:4]=1.[F-].[Cs+].[CH2:26](Br)[CH3:27].C(#N)C. The catalyst is [I-].[Na+]. The product is [CH2:26]([N:7]1[C:6]2[CH:19]=[C:20]([N+:21]([O-:23])=[O:22])[C:3]([O:2][CH3:1])=[CH:4][C:5]=2[CH2:11][N:10]([C:12](=[O:17])[C:13]([F:14])([F:15])[F:16])[CH2:9][C:8]1=[O:18])[CH3:27]. The yield is 0.850.